Dataset: Forward reaction prediction with 1.9M reactions from USPTO patents (1976-2016). Task: Predict the product of the given reaction. (1) Given the reactants [OH-].[Li+].[CH:3]1([C@H:9]([NH:14][C:15]([C:17]2[CH:22]=[CH:21][C:20]([F:23])=[CH:19][C:18]=2[NH:24][C:25]([NH:27][C:28]2[C:33]([CH3:34])=[CH:32][CH:31]=[CH:30][C:29]=2[CH3:35])=[O:26])=[O:16])[C:10]([O:12]C)=[O:11])[CH2:8][CH2:7][CH2:6][CH2:5][CH2:4]1.CO.O, predict the reaction product. The product is: [CH:3]1([C@H:9]([NH:14][C:15]([C:17]2[CH:22]=[CH:21][C:20]([F:23])=[CH:19][C:18]=2[NH:24][C:25]([NH:27][C:28]2[C:33]([CH3:34])=[CH:32][CH:31]=[CH:30][C:29]=2[CH3:35])=[O:26])=[O:16])[C:10]([OH:12])=[O:11])[CH2:4][CH2:5][CH2:6][CH2:7][CH2:8]1. (2) Given the reactants [H-].[Na+].[CH3:3][C:4]1[C:12]2[C:11](=[O:13])[CH2:10][C:9]([CH3:15])([CH3:14])[CH2:8][C:7]=2[NH:6][CH:5]=1.F[C:17]1[C:26]([F:27])=[C:25]2[C:20]([C:21]([NH2:28])=[N:22][CH:23]=[N:24]2)=[CH:19][CH:18]=1, predict the reaction product. The product is: [NH2:28][C:21]1[C:20]2[C:25](=[C:26]([F:27])[C:17]([N:6]3[C:7]4[CH2:8][C:9]([CH3:15])([CH3:14])[CH2:10][C:11](=[O:13])[C:12]=4[C:4]([CH3:3])=[CH:5]3)=[CH:18][CH:19]=2)[N:24]=[CH:23][N:22]=1. (3) Given the reactants [CH3:1][NH:2][C:3]1[CH:8]=[CH:7][N:6]=[C:5]([NH2:9])[CH:4]=1.Br[CH2:11][C:12]([C:14]1[CH:19]=[CH:18][C:17]([Br:20])=[CH:16][CH:15]=1)=O, predict the reaction product. The product is: [Br:20][C:17]1[CH:18]=[CH:19][C:14]([C:12]2[N:9]=[C:5]3[CH:4]=[C:3]([NH:2][CH3:1])[CH:8]=[CH:7][N:6]3[CH:11]=2)=[CH:15][CH:16]=1. (4) Given the reactants [CH:1](=O)[C:2]1[O:6][CH:5]=[CH:4][CH:3]=1.[CH2:8]([NH:10][CH2:11][CH3:12])[CH3:9].C(O[BH-](OC(=O)C)OC(=O)C)(=O)C.[Na+], predict the reaction product. The product is: [CH2:8]([N:10]([CH2:1][C:2]1[O:6][CH:5]=[CH:4][CH:3]=1)[CH2:11][CH3:12])[CH3:9]. (5) The product is: [NH:1]1[C:9]2[C:4](=[C:5]([C:10](=[O:12])[NH:13][CH2:14][CH2:15][O:16][CH2:17][CH2:18][O:19][CH2:20][CH2:21][O:22][CH2:23][CH2:24][C:25]([O:27][C:28]([CH3:31])([CH3:30])[CH3:29])=[O:26])[CH:6]=[CH:7][CH:8]=2)[CH:3]=[CH:2]1. Given the reactants [NH:1]1[C:9]2[CH:8]=[CH:7][CH:6]=[C:5]([C:10]([OH:12])=O)[C:4]=2[CH:3]=[CH:2]1.[NH2:13][CH2:14][CH2:15][O:16][CH2:17][CH2:18][O:19][CH2:20][CH2:21][O:22][CH2:23][CH2:24][C:25]([O:27][C:28]([CH3:31])([CH3:30])[CH3:29])=[O:26].CN(C(ON1N=NC2C=CC=NC1=2)=[N+](C)C)C.F[P-](F)(F)(F)(F)F, predict the reaction product. (6) Given the reactants [CH3:1][C:2]1[CH:7]=[CH:6][CH:5]=[CH:4][C:3]=1[NH:8][C:9]1[N:14]2[N:15]=[CH:16][C:17]([C:18](O)=[O:19])=[C:13]2[N:12]=[CH:11][C:10]=1[C:21]([N:23]1[CH2:28][CH2:27][C:26]([CH3:35])([C:29]2[CH:34]=[CH:33][CH:32]=[CH:31][CH:30]=2)[CH2:25][CH2:24]1)=[O:22].[CH2:36]([S:38]([NH2:41])(=[O:40])=[O:39])[CH3:37], predict the reaction product. The product is: [CH3:1][C:2]1[CH:7]=[CH:6][CH:5]=[CH:4][C:3]=1[NH:8][C:9]1[N:14]2[N:15]=[CH:16][C:17]([C:18]([NH:41][S:38]([CH2:36][CH3:37])(=[O:40])=[O:39])=[O:19])=[C:13]2[N:12]=[CH:11][C:10]=1[C:21]([N:23]1[CH2:28][CH2:27][C:26]([CH3:35])([C:29]2[CH:34]=[CH:33][CH:32]=[CH:31][CH:30]=2)[CH2:25][CH2:24]1)=[O:22]. (7) Given the reactants [SH:1][C:2]1[CH:7]=[CH:6][CH:5]=[CH:4][N:3]=1.C[O-].[Na+].C1(S(O[CH2:21][CH2:22][CH2:23][C:24]2([Br:29])[CH2:26][C:25]2([Br:28])[Br:27])(=O)=O)C=CC=CC=1.O, predict the reaction product. The product is: [N:3]1[CH:4]=[CH:5][CH:6]=[CH:7][C:2]=1[S:1][CH2:21][CH2:22][CH2:23][C:24]1([Br:29])[CH2:26][C:25]1([Br:28])[Br:27]. (8) Given the reactants [NH2:1][C:2]1[N:7]=[C:6]([NH:8][CH2:9][CH2:10][OH:11])[C:5]([N+:12]([O-])=O)=[CH:4][N:3]=1, predict the reaction product. The product is: [NH2:1][C:2]1[N:7]=[C:6]([NH:8][CH2:9][CH2:10][OH:11])[C:5]([NH2:12])=[CH:4][N:3]=1. (9) Given the reactants [Br:1][C:2]1[CH:14]=[CH:13][C:12]2[C:11]3[C:6](=[CH:7][C:8]([Br:15])=[CH:9][CH:10]=3)[CH2:5][C:4]=2[CH:3]=1.[Mn]([O-])(=O)(=O)=[O:17].[K+], predict the reaction product. The product is: [Br:1][C:2]1[C:3](=[O:17])[C:4]2[C:12](=[CH:13][CH:14]=1)[C:11]1[C:6](=[CH:7][C:8]([Br:15])=[CH:9][CH:10]=1)[CH:5]=2.